Dataset: Catalyst prediction with 721,799 reactions and 888 catalyst types from USPTO. Task: Predict which catalyst facilitates the given reaction. (1) Reactant: CC1(C)[O:6][C:5](=[CH:7][C:8]([N:10]([CH2:13][CH2:14][CH2:15][C:16]2[CH:21]=[CH:20][C:19]([F:22])=[CH:18][CH:17]=2)[O:11][CH3:12])=[O:9])[C:4](=[O:23])O1.[CH2:25]=O.[NH2:27][CH2:28][CH2:29][N:30]1[CH2:35][CH2:34][O:33][CH2:32][CH2:31]1. Product: [F:22][C:19]1[CH:18]=[CH:17][C:16]([CH2:15][CH2:14][CH2:13][N:10]([O:11][CH3:12])[C:8]([C:7]2[CH2:25][N:27]([CH2:28][CH2:29][N:30]3[CH2:35][CH2:34][O:33][CH2:32][CH2:31]3)[C:4](=[O:23])[C:5]=2[OH:6])=[O:9])=[CH:21][CH:20]=1. The catalyst class is: 5. (2) Reactant: Cl.[C:2]1([CH:8]([CH:11]2[CH2:16][CH2:15][NH:14][CH2:13][CH2:12]2)[C:9]#[N:10])[CH:7]=[CH:6][CH:5]=[CH:4][CH:3]=1.F[C:18]1[CH:23]=[CH:22][C:21]([N+:24]([O-:26])=[O:25])=[CH:20][CH:19]=1.C([O-])([O-])=O.[K+].[K+].O. Product: [N+:24]([C:21]1[CH:22]=[CH:23][C:18]([N:14]2[CH2:15][CH2:16][CH:11]([CH:8]([C:2]3[CH:3]=[CH:4][CH:5]=[CH:6][CH:7]=3)[C:9]#[N:10])[CH2:12][CH2:13]2)=[CH:19][CH:20]=1)([O-:26])=[O:25]. The catalyst class is: 3. (3) The catalyst class is: 117. Reactant: Br[C:2]1[CH:3]=[C:4]([CH2:8][NH:9][C:10]([C:12]2[CH:17]=[CH:16][CH:15]=[C:14]([C:18]([NH:20][CH2:21][C:22]3[C:23]([NH:35][CH:36]4[CH2:41][CH2:40][O:39][CH2:38][CH2:37]4)=[C:24]4[CH:32]=[N:31][N:30]([CH2:33][CH3:34])[C:25]4=[N:26][C:27]=3[CH2:28][CH3:29])=[O:19])[N:13]=2)=[O:11])[CH:5]=[CH:6][CH:7]=1.[CH:42]([C:44]1[CH:45]=[C:46](B(O)O)[CH:47]=[CH:48][CH:49]=1)=[O:43].C([O-])([O-])=O.[Na+].[Na+]. Product: [CH2:33]([N:30]1[C:25]2=[N:26][C:27]([CH2:28][CH3:29])=[C:22]([CH2:21][NH:20][C:18]([C:14]3[CH:15]=[CH:16][CH:17]=[C:12]([C:10]([NH:9][CH2:8][C:4]4[CH:3]=[C:2]([C:48]5[CH:47]=[CH:46][CH:45]=[C:44]([CH:42]=[O:43])[CH:49]=5)[CH:7]=[CH:6][CH:5]=4)=[O:11])[N:13]=3)=[O:19])[C:23]([NH:35][CH:36]3[CH2:41][CH2:40][O:39][CH2:38][CH2:37]3)=[C:24]2[CH:32]=[N:31]1)[CH3:34]. (4) Reactant: ClC(Cl)(OC(=O)[O:6][C:7]([Cl:10])(Cl)Cl)Cl.[Cl:13][C:14]1[CH:15]=[C:16]([CH:21]2[CH2:25][NH:24][CH2:23][CH:22]2[CH:26]([O:28][C:29]2[CH:34]=[CH:33][C:32]([C:35]([F:38])([F:37])[F:36])=[CH:31][N:30]=2)[CH3:27])[CH:17]=[CH:18][C:19]=1[Cl:20].N1C=CC=CC=1.CCOC(C)=O. Product: [Cl:13][C:14]1[CH:15]=[C:16]([CH:21]2[CH:22]([CH:26]([O:28][C:29]3[CH:34]=[CH:33][C:32]([C:35]([F:38])([F:36])[F:37])=[CH:31][N:30]=3)[CH3:27])[CH2:23][N:24]([C:7]([Cl:10])=[O:6])[CH2:25]2)[CH:17]=[CH:18][C:19]=1[Cl:20]. The catalyst class is: 2. (5) Reactant: C([CH:5]([CH:9]1[C:15]2[CH:16]=[CH:17][CH:18]=[CH:19][C:14]=2[N:13]([CH2:20][CH2:21][NH:22][CH2:23][CH2:24][CH2:25][CH2:26][CH2:27][NH:28][C:29]2[NH:33][C:32]3[CH:34]=[CH:35][CH:36]=[CH:37][C:31]=3[N:30]=2)[C:12](=[O:38])[CH2:11][CH2:10]1)[C:6]([OH:8])=[O:7])(C)(C)C.[C:39]([OH:45])([C:41]([F:44])([F:43])[F:42])=[O:40]. Product: [F:42][C:41]([F:44])([F:43])[C:39]([OH:45])=[O:40].[NH:30]1[C:31]2[CH:37]=[CH:36][CH:35]=[CH:34][C:32]=2[N:33]=[C:29]1[NH:28][CH2:27][CH2:26][CH2:25][CH2:24][CH2:23][NH:22][CH2:21][CH2:20][N:13]1[C:14]2[CH:19]=[CH:18][CH:17]=[CH:16][C:15]=2[CH:9]([CH2:5][C:6]([OH:8])=[O:7])[CH2:10][CH2:11][C:12]1=[O:38]. The catalyst class is: 2. (6) Reactant: Br[C:2]1[CH:3]=[C:4]([C:13]#[N:14])[C:5](=[CH:8][C:9]=1[N+:10]([O-:12])=[O:11])[C:6]#[N:7].[NH2:15][C:16]1[CH:21]=[CH:20][CH:19]=[C:18]([CH3:22])[CH:17]=1.C(N(CC)C(C)C)(C)C. Product: [N+:10]([C:9]1[CH:8]=[C:5]([C:6]#[N:7])[C:4](=[CH:3][C:2]=1[NH:15][C:16]1[CH:17]=[C:18]([CH3:22])[CH:19]=[CH:20][CH:21]=1)[C:13]#[N:14])([O-:12])=[O:11]. The catalyst class is: 1. (7) Reactant: C(=O)([O-])[O-].[Na+].[Na+].Br.Br.[CH3:9][C:10]1([CH3:38])[C:19]2[C:14](=[C:15]3[CH2:22][C:21]([CH3:24])([CH3:23])[O:20][C:16]3=[CH:17][CH:18]=2)[C:13]([C:25]2[CH:26]=[C:27]([C:31]3[CH:36]=[CH:35][C:34]([NH2:37])=[CH:33][CH:32]=3)[CH:28]=[CH:29][CH:30]=2)=[N:12][CH2:11]1.[C:39](Cl)(=[O:41])[CH3:40]. Product: [CH3:9][C:10]1([CH3:38])[C:19]2[C:14](=[C:15]3[CH2:22][C:21]([CH3:23])([CH3:24])[O:20][C:16]3=[CH:17][CH:18]=2)[C:13]([C:25]2[CH:26]=[C:27]([C:31]3[CH:32]=[CH:33][C:34]([NH:37][C:39](=[O:41])[CH3:40])=[CH:35][CH:36]=3)[CH:28]=[CH:29][CH:30]=2)=[N:12][CH2:11]1. The catalyst class is: 132. (8) Reactant: O[CH2:2][C:3]1[CH:4]=[C:5]2[C:10](=[CH:11][CH:12]=1)[N:9]=[C:8]([CH2:13][CH:14]([CH3:16])[CH3:15])[C:7]([CH2:17][NH:18][C:19](=[O:25])[O:20][C:21]([CH3:24])([CH3:23])[CH3:22])=[C:6]2[C:26]1[CH:31]=[CH:30][C:29]([CH3:32])=[CH:28][CH:27]=1.C(N(CC)CC)C.CS(Cl)(=O)=O.[CH3:45][CH2:46][O:47][C:48]([CH2:50][SH:51])=[O:49].[H-].[Na+]. Product: [C:21]([O:20][C:19]([NH:18][CH2:17][C:7]1[C:8]([CH2:13][CH:14]([CH3:16])[CH3:15])=[N:9][C:10]2[C:5]([C:6]=1[C:26]1[CH:31]=[CH:30][C:29]([CH3:32])=[CH:28][CH:27]=1)=[CH:4][C:3]([CH2:2][S:51][CH2:50][C:48]([O:47][CH2:46][CH3:45])=[O:49])=[CH:12][CH:11]=2)=[O:25])([CH3:24])([CH3:23])[CH3:22]. The catalyst class is: 348. (9) The catalyst class is: 2. Product: [F:29][C:30]([F:43])([F:42])[S:31]([O:22][C:11]1[CH:12]=[C:13]2[C:8](=[CH:9][CH:10]=1)[O:7][CH2:6][C@@H:5]([N:1]1[CH2:4][CH2:3][CH2:2]1)[C@H:14]2[CH2:15][C:16]1[CH:21]=[CH:20][CH:19]=[CH:18][CH:17]=1)(=[O:33])=[O:32]. Reactant: [N:1]1([C@H:5]2[C@@H:14]([CH2:15][C:16]3[CH:21]=[CH:20][CH:19]=[CH:18][CH:17]=3)[C:13]3[C:8](=[CH:9][CH:10]=[C:11]([OH:22])[CH:12]=3)[O:7][CH2:6]2)[CH2:4][CH2:3][CH2:2]1.N1C=CC=CC=1.[F:29][C:30]([F:43])([F:42])[S:31](O[S:31]([C:30]([F:43])([F:42])[F:29])(=[O:33])=[O:32])(=[O:33])=[O:32].